Dataset: Reaction yield outcomes from USPTO patents with 853,638 reactions. Task: Predict the reaction yield, written as a fraction of the theoretical maximum amount of product (1.0 means a 100% yield; for example, 0.34 means a 34% yield). (1) The reactants are C(OC([N:8]1[CH2:13][CH2:12][CH:11]([OH:14])[CH2:10][CH2:9]1)=O)(C)(C)C.[CH:15]1[C:20]([C:21]([F:24])([F:23])[F:22])=[CH:19][CH:18]=[C:17]([O:25][C:26]2[CH:31]=[CH:30][C:29](O)=[CH:28][CH:27]=2)[CH:16]=1.C1(P(C2C=CC=CC=2)C2C=CC=CC=2)C=CC=CC=1.N(C(OC(C)C)=O)=NC(OC(C)C)=O.[ClH:66]. The catalyst is C1COCC1.O1CCOCC1. The product is [ClH:66].[F:22][C:21]([F:23])([F:24])[C:20]1[CH:15]=[CH:16][C:17]([O:25][C:26]2[CH:31]=[CH:30][C:29]([O:14][CH:11]3[CH2:10][CH2:9][NH:8][CH2:13][CH2:12]3)=[CH:28][CH:27]=2)=[CH:18][CH:19]=1. The yield is 0.650. (2) The reactants are [S:1]1[CH:5]=[CH:4][C:3]([C@H:6]2[C@H:15]3[CH2:16][CH2:17][N:18]([C:19]([C@H:21]4[CH2:26][CH2:25][CH2:24][CH2:23][C@H:22]4[NH:27][C:28](=[O:35])[C:29]4[CH:34]=[CH:33][CH:32]=[CH:31][CH:30]=4)=[O:20])[C@H:14]3[C:13]3[CH:12]=[CH:11][CH:10]=[CH:9][C:8]=3[NH:7]2)=[CH:2]1.S1C=CC([C@H]2[C@@H]3CCN(C([C@H]4CCCC[C@H]4NC(=O)C4C=CC=CC=4)=O)[C@@H]3C3C=CC=CC=3N2)=C1. The catalyst is C1(C)C=CC=CC=1.[O-2].[O-2].[Mn+4]. The product is [S:1]1[CH:5]=[CH:4][C:3]([C:6]2[C:15]3[CH2:16][CH2:17][N:18]([C:19]([C@H:21]4[CH2:26][CH2:25][CH2:24][CH2:23][C@H:22]4[NH:27][C:28](=[O:35])[C:29]4[CH:34]=[CH:33][CH:32]=[CH:31][CH:30]=4)=[O:20])[C:14]=3[C:13]3[CH:12]=[CH:11][CH:10]=[CH:9][C:8]=3[N:7]=2)=[CH:2]1. The yield is 0.170.